From a dataset of Full USPTO retrosynthesis dataset with 1.9M reactions from patents (1976-2016). Predict the reactants needed to synthesize the given product. Given the product [CH2:17]([NH:16][C:11]1=[N:12][C:13](=[O:15])[S:14]/[C:10]/1=[CH:9]\[CH:6]1[CH2:7][CH2:8][N:3]([CH2:26][C:25]2[CH:24]=[CH:23][C:22]([C:21]([F:20])([F:30])[F:31])=[CH:29][CH:28]=2)[CH2:4][CH2:5]1)[C:18]#[CH:19], predict the reactants needed to synthesize it. The reactants are: Cl.Cl.[NH:3]1[CH2:8][CH2:7][CH:6](/[CH:9]=[C:10]2/[C:11]([NH:16][CH2:17][C:18]#[CH:19])=[N:12][C:13](=[O:15])[S:14]/2)[CH2:5][CH2:4]1.[F:20][C:21]([F:31])([F:30])[C:22]1[CH:29]=[CH:28][C:25]([CH:26]=O)=[CH:24][CH:23]=1.C(O[BH-](OC(=O)C)OC(=O)C)(=O)C.[Na+].C(=O)([O-])O.[Na+].